Dataset: Full USPTO retrosynthesis dataset with 1.9M reactions from patents (1976-2016). Task: Predict the reactants needed to synthesize the given product. (1) Given the product [F:12][C:3]1[C:2]([F:1])=[CH:7][CH:6]=[C:5]([O:8][CH2:9][CH2:10][CH3:11])[C:4]=1[CH:15]=[O:16], predict the reactants needed to synthesize it. The reactants are: [F:1][C:2]1[CH:7]=[CH:6][C:5]([O:8][CH2:9][CH2:10][CH3:11])=[CH:4][C:3]=1[F:12].CN(C)[CH:15]=[O:16].C(O)(=O)C.O. (2) Given the product [F:33][C:32]([F:35])([F:34])[S:29]([O:8][C:5]1[C:4]([C:9]2[NH:10][C:11]3[C:16]([CH:17]=2)=[C:15]([F:18])[CH:14]=[CH:13][CH:12]=3)=[CH:3][C:2]([Br:1])=[CH:7][N:6]=1)(=[O:30])=[O:28], predict the reactants needed to synthesize it. The reactants are: [Br:1][C:2]1[CH:3]=[C:4]([C:9]2[NH:10][C:11]3[C:16]([CH:17]=2)=[C:15]([F:18])[CH:14]=[CH:13][CH:12]=3)[C:5]([OH:8])=[N:6][CH:7]=1.CCN(C(C)C)C(C)C.[O:28](S(C(F)(F)F)(=O)=O)[S:29]([C:32]([F:35])([F:34])[F:33])(=O)=[O:30].CC(=O)OCC. (3) Given the product [ClH:29].[CH3:57][N:31]([CH3:30])[C:32]1([C:51]2[CH:56]=[CH:55][CH:54]=[CH:53][CH:52]=2)[CH2:33][CH2:34][CH:35]([NH:38][C:39](=[O:50])[CH2:40][CH2:41][CH2:42][O:43][C:44]2[CH:49]=[CH:48][CH:47]=[CH:46][CH:45]=2)[CH2:36][CH2:37]1, predict the reactants needed to synthesize it. The reactants are: CN(C)C1(C2C=CC=CC=2)CCC(N)CC1.O(CCCC([Cl:29])=O)C1C=CC=CC=1.[CH3:30][N:31]([CH3:57])[C:32]1([C:51]2[CH:56]=[CH:55][CH:54]=[CH:53][CH:52]=2)[CH2:37][CH2:36][CH:35]([NH:38][C:39](=[O:50])[CH2:40][CH2:41][CH2:42][O:43][C:44]2[CH:49]=[CH:48][CH:47]=[CH:46][CH:45]=2)[CH2:34][CH2:33]1.Cl.Cl[Si](C)(C)C. (4) Given the product [Br:1][C:26]1[CH:27]=[CH:28][C:12]2[NH:11][C:10](=[O:9])[CH:16]([NH:17][C:18](=[O:24])[O:19][C:20]([CH3:22])([CH3:23])[CH3:21])[CH2:15][CH2:14][C:13]=2[CH:25]=1, predict the reactants needed to synthesize it. The reactants are: [Br:1]N1C(=O)CCC1=O.[O:9]=[C:10]1[CH:16]([NH:17][C:18](=[O:24])[O:19][C:20]([CH3:23])([CH3:22])[CH3:21])[CH2:15][CH2:14][C:13]2[CH:25]=[CH:26][CH:27]=[CH:28][C:12]=2[NH:11]1. (5) Given the product [CH3:10][C:8]1[C:7]([N+:11]([O-:13])=[O:12])=[CH:6][C:3]([C:4]#[N:5])=[C:2]([S:15][CH3:14])[CH:9]=1, predict the reactants needed to synthesize it. The reactants are: Br[C:2]1[CH:9]=[C:8]([CH3:10])[C:7]([N+:11]([O-:13])=[O:12])=[CH:6][C:3]=1[C:4]#[N:5].[CH3:14][S-:15].[Na+]. (6) Given the product [CH2:1]([C:3]1[CH:4]=[C:5]2[C:6](=[CH:8][CH:9]=1)[N:7]1[C:20]([CH2:21][CH2:22][C:23]([O:25][CH2:26][CH3:27])=[O:24])=[CH:19][CH:18]=[C:14]1[C:48](=[O:50])[NH:10]2)[CH3:2], predict the reactants needed to synthesize it. The reactants are: [CH2:1]([C:3]1[CH:9]=[CH:8][C:6]([NH2:7])=[C:5]([N+:10]([O-])=O)[CH:4]=1)[CH3:2].O1CCO[CH:14]1[CH2:18][CH2:19][C:20](=O)[CH2:21][CH2:22][C:23]([O:25][CH2:26][CH3:27])=[O:24].C1(C)C=CC(S(=O)=O)=CC=1.[O-]S([O-])(=S)=O.[Na+].[Na+].N.Cl[C:48](Cl)([O:50]C(=O)OC(Cl)(Cl)Cl)Cl. (7) The reactants are: [N-:1]=[N+:2]=[N-:3].[Na+].[F:5][C:6]1[CH:11]=[C:10]([N:12]2[CH2:16][CH:15]([CH2:17]I)[O:14][C:13]2=[O:19])[CH:9]=[CH:8][C:7]=1[N:20]1[CH2:28][CH:27]2[CH:22]([O:23][CH2:24][CH2:25][N:26]2[C:29]([O:31][C:32]([CH3:35])([CH3:34])[CH3:33])=[O:30])[CH2:21]1. Given the product [N:1]([CH2:17][CH:15]1[O:14][C:13](=[O:19])[N:12]([C:10]2[CH:9]=[CH:8][C:7]([N:20]3[CH2:28][CH:27]4[CH:22]([O:23][CH2:24][CH2:25][N:26]4[C:29]([O:31][C:32]([CH3:35])([CH3:34])[CH3:33])=[O:30])[CH2:21]3)=[C:6]([F:5])[CH:11]=2)[CH2:16]1)=[N+:2]=[N-:3], predict the reactants needed to synthesize it. (8) Given the product [C:1]([O:4][C:5]1[CH:10]=[C:9]([I:14])[C:8]([F:11])=[CH:7][C:6]=1[O:12][CH3:13])(=[O:3])[CH3:2], predict the reactants needed to synthesize it. The reactants are: [C:1]([O:4][C:5]1[CH:10]=[CH:9][C:8]([F:11])=[CH:7][C:6]=1[O:12][CH3:13])(=[O:3])[CH3:2].[I:14]Cl. (9) The reactants are: OC(C(F)(F)F)=O.[NH:8]1[CH2:11][CH:10]([NH:12][C:13](=[O:30])[CH2:14][NH:15][C:16]2[C:24]3[C:19](=[CH:20][CH:21]=[C:22]([C:25]([F:28])([F:27])[F:26])[CH:23]=3)[N:18]([CH3:29])[N:17]=2)[CH2:9]1.[CH2:31]([O:33][CH2:34][CH:35]1[CH2:40][CH2:39][C:38](=O)[CH2:37][CH2:36]1)[CH3:32]. Given the product [CH2:31]([O:33][CH2:34][CH:35]1[CH2:40][CH2:39][CH:38]([N:8]2[CH2:9][CH:10]([NH:12][C:13](=[O:30])[CH2:14][NH:15][C:16]3[C:24]4[C:19](=[CH:20][CH:21]=[C:22]([C:25]([F:27])([F:26])[F:28])[CH:23]=4)[N:18]([CH3:29])[N:17]=3)[CH2:11]2)[CH2:37][CH2:36]1)[CH3:32], predict the reactants needed to synthesize it. (10) Given the product [F:3][C:4]1[C:5]([CH2:16][N:17]([CH3:25])[C:18](=[O:24])[O:19][C:20]([CH3:21])([CH3:22])[CH3:23])=[CH:6][N:7]([S:48]([C:47]2[C:42]([CH3:41])=[N:43][CH:44]=[CH:45][CH:46]=2)(=[O:50])=[O:49])[C:8]=1[C:9]1[C:10]([F:15])=[N:11][CH:12]=[CH:13][CH:14]=1, predict the reactants needed to synthesize it. The reactants are: [H-].[Na+].[F:3][C:4]1[C:5]([CH2:16][N:17]([CH3:25])[C:18](=[O:24])[O:19][C:20]([CH3:23])([CH3:22])[CH3:21])=[CH:6][NH:7][C:8]=1[C:9]1[C:10]([F:15])=[N:11][CH:12]=[CH:13][CH:14]=1.C1OCCOCCOCCOCCOC1.[CH3:41][C:42]1[C:47]([S:48](Cl)(=[O:50])=[O:49])=[CH:46][CH:45]=[CH:44][N:43]=1.